Dataset: Catalyst prediction with 721,799 reactions and 888 catalyst types from USPTO. Task: Predict which catalyst facilitates the given reaction. (1) Reactant: [N:1]1([CH2:4][C@:5]23[CH2:43][CH2:42][C@@H:41]([C:44]([CH3:46])=[CH2:45])[C@@H:6]2[C@@H:7]2[C@@:20]([CH3:23])([CH2:21][CH2:22]3)[C@@:19]3([CH3:24])[C@@H:10]([C@:11]4([CH3:40])[C@@H:16]([CH2:17][CH2:18]3)[C:15]([CH3:26])([CH3:25])[C:14]([C:27]3[CH:39]=[CH:38][C:30]([C:31]([O:33][C:34]([CH3:37])([CH3:36])[CH3:35])=[O:32])=[CH:29][CH:28]=3)=[CH:13][CH2:12]4)[CH2:9][CH2:8]2)[CH2:3][CH2:2]1.[CH3:47][S:48]([N:51]1[CH2:56][CH2:55][NH:54][CH2:53][CH2:52]1)(=[O:50])=[O:49]. Product: [CH3:23][C@:20]12[C@@:19]3([CH3:24])[C@@H:10]([C@:11]4([CH3:40])[C@@H:16]([CH2:17][CH2:18]3)[C:15]([CH3:25])([CH3:26])[C:14]([C:27]3[CH:28]=[CH:29][C:30]([C:31]([O:33][C:34]([CH3:35])([CH3:36])[CH3:37])=[O:32])=[CH:38][CH:39]=3)=[CH:13][CH2:12]4)[CH2:9][CH2:8][C@@H:7]1[C@H:6]1[C@H:41]([C:44]([CH3:46])=[CH2:45])[CH2:42][CH2:43][C@:5]1([CH2:4][NH:1][CH2:2][CH2:3][N:54]1[CH2:55][CH2:56][N:51]([S:48]([CH3:47])(=[O:50])=[O:49])[CH2:52][CH2:53]1)[CH2:22][CH2:21]2. The catalyst class is: 21. (2) Reactant: [O:1]1[CH2:5][CH2:4][O:3][CH:2]1[C:6]1[CH:7]=[C:8]([CH:15]=[CH:16][C:17]2[N:18]=[C:19]([NH:22][C:23](=[O:25])[CH3:24])[S:20][CH:21]=2)[S:9][C:10]=1[Si](C)(C)C.O1CCCC1.[F-].C([N+](CCCC)(CCCC)CCCC)CCC. Product: [O:3]1[CH2:4][CH2:5][O:1][CH:2]1[C:6]1[CH:7]=[C:8]([CH:15]=[CH:16][C:17]2[N:18]=[C:19]([NH:22][C:23](=[O:25])[CH3:24])[S:20][CH:21]=2)[S:9][CH:10]=1. The catalyst class is: 7. (3) The catalyst class is: 1. Product: [CH3:1][O:2][C:3]1[N:7]([C:8]2[CH:9]=[CH:10][C:11]([C:14]([F:17])([F:15])[F:16])=[CH:12][CH:13]=2)[N:6]=[C:5]([CH2:18][OH:19])[CH:4]=1. Reactant: [CH3:1][O:2][C:3]1[N:7]([C:8]2[CH:13]=[CH:12][C:11]([C:14]([F:17])([F:16])[F:15])=[CH:10][CH:9]=2)[N:6]=[C:5]([C:18](OC)=[O:19])[CH:4]=1.[H-].[Al+3].[Li+].[H-].[H-].[H-]. (4) Reactant: [F:1][C:2]1[CH:7]=[CH:6][CH:5]=[CH:4][C:3]=1[C:8]1[NH:12][CH:11]=[C:10]([CH2:13][NH:14][CH3:15])[CH:9]=1.[C:24](O[C:24]([O:26][C:27]([CH3:30])([CH3:29])[CH3:28])=[O:25])([O:26][C:27]([CH3:30])([CH3:29])[CH3:28])=[O:25].C(N(CC)CC)C.[Cl-].[NH4+]. Product: [F:1][C:2]1[CH:7]=[CH:6][CH:5]=[CH:4][C:3]=1[C:8]1[NH:12][CH:11]=[C:10]([CH2:13][N:14]([CH3:15])[C:24](=[O:25])[O:26][C:27]([CH3:28])([CH3:29])[CH3:30])[CH:9]=1. The catalyst class is: 4. (5) The catalyst class is: 23. Product: [CH3:1][C:2]1[N:6]=[C:5]([C:7]2[C:8]3[CH2:16][CH2:15][CH2:14][CH2:13][C:9]=3[S:10][C:11]=2[N:12]2[C:29](=[O:30])[C:28]3[CH2:32][CH2:33][CH2:34][CH2:35][C:27]=3[C:26]2=[O:31])[O:4][N:3]=1. Reactant: [CH3:1][C:2]1[N:6]=[C:5]([C:7]2[C:8]3[CH2:16][CH2:15][CH2:14][CH2:13][C:9]=3[S:10][C:11]=2[NH2:12])[O:4][N:3]=1.CCN(C(C)C)C(C)C.[C:26]1(=O)[O:31][C:29](=[O:30])[C:28]2[CH2:32][CH2:33][CH2:34][CH2:35][C:27]1=2. (6) Reactant: B(F)(F)F.CCOCC.[CH3:10][O:11][C:12]1[CH:13]=[C:14]([S:18][CH2:19][CH:20]=O)[CH:15]=[CH:16][CH:17]=1.C(=O)(O)[O-].[Na+]. Product: [CH3:10][O:11][C:12]1[CH:17]=[CH:16][C:15]2[CH:20]=[CH:19][S:18][C:14]=2[CH:13]=1. The catalyst class is: 4. (7) The catalyst class is: 9. Reactant: [OH:1][CH2:2][C@H:3]1[CH2:8][CH2:7][C@H:6]([NH:9][C:10]2[C:15]([C:16]([NH2:18])=[O:17])=[CH:14][N:13]=[C:12]3[N:19]([CH2:22][O:23][CH2:24][CH2:25][Si:26]([CH3:29])([CH3:28])[CH3:27])[CH:20]=[CH:21][C:11]=23)[CH2:5][CH2:4]1.N1C=CN=C1.[C:35]([Si:39]([CH3:42])([CH3:41])Cl)([CH3:38])([CH3:37])[CH3:36].O. Product: [Si:39]([O:1][CH2:2][C@H:3]1[CH2:8][CH2:7][C@H:6]([NH:9][C:10]2[C:15]([C:16]([NH2:18])=[O:17])=[CH:14][N:13]=[C:12]3[N:19]([CH2:22][O:23][CH2:24][CH2:25][Si:26]([CH3:29])([CH3:28])[CH3:27])[CH:20]=[CH:21][C:11]=23)[CH2:5][CH2:4]1)([C:35]([CH3:38])([CH3:37])[CH3:36])([CH3:42])[CH3:41].